The task is: Predict the product of the given reaction.. This data is from Forward reaction prediction with 1.9M reactions from USPTO patents (1976-2016). (1) Given the reactants [O:1]1[C:5]([C:6]2[CH:11]=[CH:10][C:9]([C:12]3([CH3:17])OCC[O:13]3)=[CH:8][CH:7]=2)=[CH:4][N:3]=[CH:2]1.C1(C)C=CC(S([O-])(=O)=O)=CC=1.[NH+]1C=CC=CC=1, predict the reaction product. The product is: [O:1]1[C:5]([C:6]2[CH:7]=[CH:8][C:9]([C:12](=[O:13])[CH3:17])=[CH:10][CH:11]=2)=[CH:4][N:3]=[CH:2]1. (2) The product is: [CH2:27]([N:3]([CH2:1][CH3:2])[C:4]1[CH:5]=[CH:6][C:7]([C:10]([OH:19])([C:11]([F:12])([F:13])[F:14])[C:15]([F:16])([F:17])[F:18])=[CH:8][CH:9]=1)[C:28]1[CH:33]=[CH:32][CH:31]=[CH:30][CH:29]=1. Given the reactants [CH2:1]([NH:3][C:4]1[CH:9]=[CH:8][C:7]([C:10]([O:19][Si](CC)(CC)CC)([C:15]([F:18])([F:17])[F:16])[C:11]([F:14])([F:13])[F:12])=[CH:6][CH:5]=1)[CH3:2].[CH2:27](Br)[C:28]1[CH:33]=[CH:32][CH:31]=[CH:30][CH:29]=1, predict the reaction product. (3) Given the reactants [OH:1][CH2:2][CH2:3][N:4]([CH2:25][CH2:26][OH:27])[C:5]1[C:6]([S:21]([CH3:24])(=[O:23])=[O:22])=[CH:7][C:8]([N+:18]([O-:20])=[O:19])=[C:9]([CH:17]=1)[C:10]([O:12][C:13]([CH3:16])([CH3:15])[CH3:14])=[O:11].CCN(CC)CC.[CH3:35][S:36](Cl)(=[O:38])=[O:37], predict the reaction product. The product is: [CH3:35][S:36]([O:27][CH2:26][CH2:25][N:4]([CH2:3][CH2:2][O:1][S:21]([CH3:6])(=[O:23])=[O:22])[C:5]1[C:6]([S:21]([CH3:24])(=[O:23])=[O:22])=[CH:7][C:8]([N+:18]([O-:20])=[O:19])=[C:9]([CH:17]=1)[C:10]([O:12][C:13]([CH3:16])([CH3:15])[CH3:14])=[O:11])(=[O:38])=[O:37]. (4) Given the reactants [Br:1][C:2]1[CH:3]=[C:4]2[C:8](=[CH:9][CH:10]=1)[C:7](=[O:11])[CH2:6][CH2:5]2.[F:12][C:13]([Si](C)(C)C)([F:15])[F:14].[F-].C([N+](CCCC)(CCCC)CCCC)CCC, predict the reaction product. The product is: [Br:1][C:2]1[CH:3]=[C:4]2[C:8](=[CH:9][CH:10]=1)[C:7]([C:13]([F:15])([F:14])[F:12])([OH:11])[CH2:6][CH2:5]2. (5) Given the reactants [C:1]([C:3](=[CH:8][CH:9]([CH3:11])[CH3:10])[CH2:4][C:5]([OH:7])=[O:6])#[N:2].[H][H], predict the reaction product. The product is: [C:1]([CH:3]([CH2:8][CH:9]([CH3:11])[CH3:10])[CH2:4][C:5]([OH:7])=[O:6])#[N:2]. (6) Given the reactants [CH2:1]([O:3][C:4](=[O:21])[C:5]([C:8]1[CH2:9][CH2:10][N:11](CC2C=CC=CC=2)[CH2:12][CH:13]=1)([CH3:7])[CH3:6])[CH3:2], predict the reaction product. The product is: [CH2:1]([O:3][C:4](=[O:21])[C:5]([CH3:7])([CH:8]1[CH2:13][CH2:12][NH:11][CH2:10][CH2:9]1)[CH3:6])[CH3:2].